The task is: Predict the reactants needed to synthesize the given product.. This data is from Full USPTO retrosynthesis dataset with 1.9M reactions from patents (1976-2016). (1) The reactants are: [CH3:1][N:2]1[CH2:7][CH:6]([OH:8])[C:5]2[CH:9]=[CH:10][O:11][C:4]=2[CH2:3]1.[Cl:12][C:13]1[CH:22]=[C:21](F)[CH:20]=[CH:19][C:14]=1[C:15]([O:17][CH3:18])=[O:16]. Given the product [ClH:12].[Cl:12][C:13]1[CH:22]=[C:21]([O:8][CH:6]2[CH2:7][N:2]([CH3:1])[CH2:3][C:4]3[O:11][CH:10]=[CH:9][C:5]2=3)[CH:20]=[CH:19][C:14]=1[C:15]([O:17][CH3:18])=[O:16], predict the reactants needed to synthesize it. (2) The reactants are: [C:1]1([CH3:16])[CH:6]=[CH:5][C:4]([NH:7][C:8]2([C:14]#[N:15])[CH2:13][CH2:12][CH2:11][CH2:10][CH2:9]2)=[CH:3][CH:2]=1.[O:17]([C:19]#N)[Na].Cl.[OH2:22]. Given the product [C:1]1([CH3:16])[CH:6]=[CH:5][C:4]([N:7]2[C:8]3([CH2:13][CH2:12][CH2:11][CH2:10][CH2:9]3)[C:14](=[O:22])[NH:15][C:19]2=[O:17])=[CH:3][CH:2]=1, predict the reactants needed to synthesize it.